This data is from Catalyst prediction with 721,799 reactions and 888 catalyst types from USPTO. The task is: Predict which catalyst facilitates the given reaction. (1) Reactant: [C:1]1([P:7]([C:14]2[CH:19]=[CH:18][CH:17]=[CH:16][CH:15]=2)[C:8]2[CH:13]=[CH:12][CH:11]=[CH:10][CH:9]=2)[CH:6]=[CH:5][CH:4]=[CH:3][CH:2]=1.[Br:20][CH2:21][C:22]1[CH:23]=[C:24]([O:32][CH3:33])[C:25]([O:30][CH3:31])=[C:26]([O:28][CH3:29])[CH:27]=1. Product: [Br-:20].[CH3:33][O:32][C:24]1[CH:23]=[C:22]([CH:27]=[C:26]([O:28][CH3:29])[C:25]=1[O:30][CH3:31])[CH2:21][P+:7]([C:1]1[CH:2]=[CH:3][CH:4]=[CH:5][CH:6]=1)([C:8]1[CH:13]=[CH:12][CH:11]=[CH:10][CH:9]=1)[C:14]1[CH:15]=[CH:16][CH:17]=[CH:18][CH:19]=1. The catalyst class is: 1. (2) The catalyst class is: 3. Product: [N+:1]([C:4]1[CH:5]=[C:6]([N:10]2[C:11]3[C:12](=[CH:15][CH:16]=[CH:17][N:18]=3)[CH:13]=[C:30]([CH2:29][CH2:28][CH2:27][CH2:26][CH2:25][C:21]3[CH:20]=[N:19][CH:24]=[CH:23][CH:22]=3)[C:31]2=[O:32])[CH:7]=[CH:8][CH:9]=1)([O-:3])=[O:2]. Reactant: [N+:1]([C:4]1[CH:5]=[C:6]([NH:10][C:11]2[N:18]=[CH:17][CH:16]=[CH:15][C:12]=2[CH:13]=O)[CH:7]=[CH:8][CH:9]=1)([O-:3])=[O:2].[N:19]1[CH:24]=[CH:23][CH:22]=[C:21]([CH2:25][CH2:26][CH2:27][CH2:28][CH2:29][CH2:30][C:31](OC)=[O:32])[CH:20]=1.[Li+].CC([N-]C(C)C)C. (3) Reactant: Cl.[NH:2]1[CH2:7][CH2:6][CH:5]([CH2:8][CH2:9][CH2:10][OH:11])[CH2:4][CH2:3]1.C1CCN2C(=NCCC2)CC1.Cl[C:24]1[N:29]=[CH:28][C:27]([Cl:30])=[CH:26][N:25]=1. Product: [Cl:30][C:27]1[CH:26]=[N:25][C:24]([N:2]2[CH2:7][CH2:6][CH:5]([CH2:8][CH2:9][CH2:10][OH:11])[CH2:4][CH2:3]2)=[N:29][CH:28]=1. The catalyst class is: 58. (4) Reactant: [CH:1](O)=[O:2].C(OC(=O)C)(=O)C.[NH2:11][C:12]1[C:16]([C:17]([O:19][CH2:20][CH3:21])=[O:18])=[CH:15][N:14]([C:22]2[CH:27]=[CH:26][CH:25]=[CH:24][CH:23]=2)[N:13]=1. Product: [CH:1]([NH:11][C:12]1[C:16]([C:17]([O:19][CH2:20][CH3:21])=[O:18])=[CH:15][N:14]([C:22]2[CH:27]=[CH:26][CH:25]=[CH:24][CH:23]=2)[N:13]=1)=[O:2]. The catalyst class is: 7. (5) Reactant: [Br:1][C:2]1[CH:7]=[CH:6][C:5]([N:8]2[CH2:13][CH2:12][N:11]([S:14]([CH3:17])(=[O:16])=[O:15])[CH2:10][CH2:9]2)=[CH:4][CH:3]=1.C[Si]([N-][Si](C)(C)C)(C)C.[Li+].Cl[Si](C)(C)C.[N:33]1[CH:38]=[CH:37][CH:36]=[N:35][C:34]=1[CH2:39][CH2:40][CH2:41][CH:42]=O. Product: [Br:1][C:2]1[CH:3]=[CH:4][C:5]([N:8]2[CH2:13][CH2:12][N:11]([S:14]([CH:17]=[CH:42][CH2:41][CH2:40][CH2:39][C:34]3[N:35]=[CH:36][CH:37]=[CH:38][N:33]=3)(=[O:15])=[O:16])[CH2:10][CH2:9]2)=[CH:6][CH:7]=1. The catalyst class is: 1. (6) Reactant: [CH2:1]([NH:4][C:5]1[N:10]=[C:9]([NH:11][CH2:12][CH2:13][CH3:14])[N:8]=[C:7]([N:15](C)[O:16][CH3:17])[N:6]=1)[CH2:2][CH3:3].Cl.[CH2:20](ON)[CH:21]=C.[OH-].[Na+]. Product: [CH2:17]([O:16][NH:15][C:7]1[N:6]=[C:5]([NH:4][CH2:1][CH2:2][CH3:3])[N:10]=[C:9]([NH:11][CH2:12][CH2:13][CH3:14])[N:8]=1)[CH:20]=[CH2:21]. The catalyst class is: 38. (7) Reactant: [CH2:1]([N:8]([CH2:30][CH2:31][C:32]1[CH:37]=[CH:36][CH:35]=[CH:34][CH:33]=1)[C:9](=[O:29])[CH2:10][C:11]1[CH:28]=[CH:27][C:14]([CH2:15][O:16][C:17]2[CH:26]=[CH:25][CH:24]=[CH:23][C:18]=2[C:19]([O:21]C)=[O:20])=[CH:13][CH:12]=1)[CH2:2][CH2:3][CH2:4][CH2:5][CH2:6][CH3:7].[OH-].[K+]. Product: [CH2:1]([N:8]([CH2:30][CH2:31][C:32]1[CH:37]=[CH:36][CH:35]=[CH:34][CH:33]=1)[C:9](=[O:29])[CH2:10][C:11]1[CH:12]=[CH:13][C:14]([CH2:15][O:16][C:17]2[CH:26]=[CH:25][CH:24]=[CH:23][C:18]=2[C:19]([OH:21])=[O:20])=[CH:27][CH:28]=1)[CH2:2][CH2:3][CH2:4][CH2:5][CH2:6][CH3:7]. The catalyst class is: 14. (8) Reactant: [CH3:1][O:2][C:3](=[O:13])[C@H:4]([CH2:6][C:7]1[CH:12]=[CH:11][CH:10]=[CH:9][CH:8]=1)[NH2:5].[CH:14]1([C:20](Cl)=[O:21])[CH2:19][CH2:18][CH2:17][CH2:16][CH2:15]1. Product: [CH3:1][O:2][C:3](=[O:13])[C@H:4]([CH2:6][C:7]1[CH:12]=[CH:11][CH:10]=[CH:9][CH:8]=1)[NH:5][C:20]([CH:14]1[CH2:19][CH2:18][CH2:17][CH2:16][CH2:15]1)=[O:21]. The catalyst class is: 17. (9) Reactant: [CH:1]1([CH2:7][N:8]2[C:12]3[CH:13]=[CH:14][C:15]([NH:17][S:18]([C:21]4[CH:26]=[CH:25][CH:24]=[CH:23][CH:22]=4)(=[O:20])=[O:19])=[CH:16][C:11]=3[N:10]=[C:9]2[CH:27]([CH2:30][CH3:31])[CH2:28][CH3:29])[CH2:6][CH2:5][CH2:4][CH2:3][CH2:2]1.[H-].[Na+].IC.[C:36](O)(C(F)(F)F)=O. Product: [CH:1]1([CH2:7][N:8]2[C:12]3[CH:13]=[CH:14][C:15]([N:17]([CH3:36])[S:18]([C:21]4[CH:26]=[CH:25][CH:24]=[CH:23][CH:22]=4)(=[O:20])=[O:19])=[CH:16][C:11]=3[N:10]=[C:9]2[CH:27]([CH2:30][CH3:31])[CH2:28][CH3:29])[CH2:2][CH2:3][CH2:4][CH2:5][CH2:6]1. The catalyst class is: 1. (10) Reactant: [OH-].[Na+].[Cl:3][C:4]1[CH:5]=[C:6]([CH:11]=[C:12]([C@@H:14]2[C@@:25]3([C:33]4[C:28](=[CH:29][C:30]([Cl:34])=[CH:31][CH:32]=4)[NH:27][C:26]3=[O:35])[C:17]3([CH2:22][CH2:21][C:20]([CH3:24])([CH3:23])[CH2:19][CH2:18]3)[NH:16][C@H:15]2[C:36](=[O:45])[NH:37][C@H:38]2[CH2:43][CH2:42][C@H:41]([OH:44])[CH2:40][CH2:39]2)[CH:13]=1)[C:7](OC)=[O:8].Cl.Cl.CN.[CH2:50]([N:52](CC)CC)C.Cl.C(N=C=NCCCN(C)C)C.C(=O)(O)[O-].[Na+]. Product: [Cl:34][C:30]1[CH:29]=[C:28]2[C:33]([C@@:25]3([C@@H:14]([C:12]4[CH:11]=[C:6]([C:7](=[O:8])[NH:52][CH3:50])[CH:5]=[C:4]([Cl:3])[CH:13]=4)[C@H:15]([C:36]([NH:37][C@H:38]4[CH2:39][CH2:40][C@H:41]([OH:44])[CH2:42][CH2:43]4)=[O:45])[NH:16][C:17]43[CH2:18][CH2:19][C:20]([CH3:23])([CH3:24])[CH2:21][CH2:22]4)[C:26](=[O:35])[NH:27]2)=[CH:32][CH:31]=1. The catalyst class is: 5.